This data is from Forward reaction prediction with 1.9M reactions from USPTO patents (1976-2016). The task is: Predict the product of the given reaction. (1) The product is: [Cl:1][C:2]1[CH:7]=[CH:6][C:5]([O:8][CH2:10][C:11]([OH:13])=[O:12])=[CH:4][CH:3]=1. Given the reactants [Cl:1][C:2]1[CH:7]=[CH:6][C:5]([OH:8])=[CH:4][CH:3]=1.Br[CH2:10][C:11]([O:13]C)=[O:12].C(=O)([O-])[O-].[Cs+].[Cs+].CC(C)=O, predict the reaction product. (2) Given the reactants [C:1]([C:4]1[C:12]2[C:7](=[CH:8][CH:9]=[CH:10][CH:11]=2)[N:6]([CH2:13][C:14]([O:16]C(C)(C)C)=[O:15])[N:5]=1)(=[O:3])[CH3:2].C(O)(C(F)(F)F)=O, predict the reaction product. The product is: [C:1]([C:4]1[C:12]2[C:7](=[CH:8][CH:9]=[CH:10][CH:11]=2)[N:6]([CH2:13][C:14]([OH:16])=[O:15])[N:5]=1)(=[O:3])[CH3:2]. (3) Given the reactants [C:1]([O:5][C:6]([N:8]1[CH2:11][CH2:10][C@H:9]1[CH2:12][O:13][C:14]1[CH:15]=[C:16]([CH2:20][CH2:21][C:22]2[CH:23]=[C:24]([CH2:28]O)[CH:25]=[CH:26][CH:27]=2)[CH:17]=[N:18][CH:19]=1)=[O:7])([CH3:4])([CH3:3])[CH3:2].[Li+].[Cl-].N1C(C)=CC=CC=1C.CS([Cl:44])(=O)=O.S([O-])(=O)(=O)C, predict the reaction product. The product is: [C:1]([O:5][C:6]([N:8]1[CH2:11][CH2:10][C@H:9]1[CH2:12][O:13][C:14]1[CH:15]=[C:16]([CH2:20][CH2:21][C:22]2[CH:23]=[C:24]([CH2:28][Cl:44])[CH:25]=[CH:26][CH:27]=2)[CH:17]=[N:18][CH:19]=1)=[O:7])([CH3:4])([CH3:3])[CH3:2].